This data is from Full USPTO retrosynthesis dataset with 1.9M reactions from patents (1976-2016). The task is: Predict the reactants needed to synthesize the given product. (1) Given the product [ClH:60].[CH3:18][C:19]1[CH:24]=[C:23]([CH2:25][O:1][C:2]2[CH:3]=[C:4]3[C:8](=[CH:9][CH:10]=2)[CH2:7][C@H:6]([NH:11][S:12]([CH:15]([CH3:17])[CH3:16])(=[O:14])=[O:13])[CH2:5]3)[CH:22]=[CH:21][N:20]=1, predict the reactants needed to synthesize it. The reactants are: [OH:1][C:2]1[CH:3]=[C:4]2[C:8](=[CH:9][CH:10]=1)[CH2:7][C@H:6]([NH:11][S:12]([CH:15]([CH3:17])[CH3:16])(=[O:14])=[O:13])[CH2:5]2.[CH3:18][C:19]1[CH:24]=[C:23]([CH2:25]O)[CH:22]=[CH:21][N:20]=1.C1(P(C2C=CC=CC=2)C2C=CC=CC=2)C=CC=CC=1.N(C(OC(C)C)=O)=NC(OC(C)C)=O.[Cl:60]CCl. (2) Given the product [BrH:1].[F:53][C:3]1([F:2])[CH2:4][CH2:5][CH:6]([C:9]2[C:18]3[C@@H:17]([OH:19])[CH2:16][C:15]([CH3:20])([CH3:21])[CH2:14][C:13]=3[N:12]=[C:11]([CH:22]3[CH2:23][CH2:24][N:25]([C:28]4[N:33]=[CH:32][C:31]([O:34][CH2:35][CH2:36][C:37]([OH:40])([CH3:38])[CH3:39])=[CH:30][N:29]=4)[CH2:26][CH2:27]3)[C:10]=2[C@@H:41]([F:52])[C:42]2[CH:47]=[CH:46][C:45]([C:48]([F:49])([F:51])[F:50])=[CH:44][CH:43]=2)[CH2:7][CH2:8]1, predict the reactants needed to synthesize it. The reactants are: [BrH:1].[F:2][C:3]1([F:53])[CH2:8][CH2:7][CH:6]([C:9]2[C:18]3[C@@H:17]([OH:19])[CH2:16][C:15]([CH3:21])([CH3:20])[CH2:14][C:13]=3[N:12]=[C:11]([CH:22]3[CH2:27][CH2:26][N:25]([C:28]4[N:33]=[CH:32][C:31]([O:34][CH2:35][CH2:36][C:37]([OH:40])([CH3:39])[CH3:38])=[CH:30][N:29]=4)[CH2:24][CH2:23]3)[C:10]=2[C@@H:41]([F:52])[C:42]2[CH:47]=[CH:46][C:45]([C:48]([F:51])([F:50])[F:49])=[CH:44][CH:43]=2)[CH2:5][CH2:4]1. (3) Given the product [Br:12][CH2:13][CH2:14][O:17][C:5]1[CH:6]=[CH:7][C:8]([O:9][CH3:10])=[C:3]([O:2][CH3:1])[CH:4]=1, predict the reactants needed to synthesize it. The reactants are: [CH3:1][O:2][C:3]1[C:8]([O:9][CH3:10])=[CH:7][CH:6]=[CH:5][C:4]=1O.[Br:12][CH2:13][CH2:14]Br.C([O-])([O-])=[O:17].[K+].[K+]. (4) The reactants are: Cl[C:2]1[CH:7]=[C:6]([C:8]2[N:13]=[C:12]([C:14]3[CH:19]=[CH:18][C:17]([F:20])=[C:16]([F:21])[CH:15]=3)[CH:11]=[C:10]([C:22]([F:25])([F:24])[F:23])[N:9]=2)[CH:5]=[CH:4][N:3]=1.[C:26]([NH:30][S:31]([C:34]1[CH:35]=[C:36](B(O)O)[CH:37]=[CH:38][CH:39]=1)(=[O:33])=[O:32])([CH3:29])([CH3:28])[CH3:27]. Given the product [C:26]([NH:30][S:31]([C:34]1[CH:35]=[CH:36][CH:37]=[C:38]([C:2]2[CH:7]=[C:6]([C:8]3[N:13]=[C:12]([C:14]4[CH:19]=[CH:18][C:17]([F:20])=[C:16]([F:21])[CH:15]=4)[CH:11]=[C:10]([C:22]([F:25])([F:24])[F:23])[N:9]=3)[CH:5]=[CH:4][N:3]=2)[CH:39]=1)(=[O:33])=[O:32])([CH3:29])([CH3:27])[CH3:28], predict the reactants needed to synthesize it.